Dataset: Forward reaction prediction with 1.9M reactions from USPTO patents (1976-2016). Task: Predict the product of the given reaction. (1) Given the reactants [F:1][C:2]1[CH:7]=[CH:6][C:5]([S:8]([NH:11][C@H:12]([CH:16]([CH3:18])[CH3:17])[C:13]([OH:15])=O)(=[O:10])=[O:9])=[CH:4][C:3]=1[CH3:19].CCN(C(C)C)C(C)C.Cl.[C:30]([O:34][NH2:35])([CH3:33])([CH3:32])[CH3:31].CCN=C=NCCCN(C)C.Cl.C(Cl)CCl, predict the reaction product. The product is: [C:30]([O:34][NH:35][C:13](=[O:15])[C@H:12]([NH:11][S:8]([C:5]1[CH:6]=[CH:7][C:2]([F:1])=[C:3]([CH3:19])[CH:4]=1)(=[O:9])=[O:10])[CH:16]([CH3:18])[CH3:17])([CH3:33])([CH3:32])[CH3:31]. (2) Given the reactants [F:1][C:2]1[C:3]([NH:18][C:19]2[CH:24]=[CH:23][C:22]([I:25])=[CH:21][C:20]=2[F:26])=[C:4]([CH:12]=[C:13]([CH:16]=O)[C:14]=1[F:15])[C:5]([NH:7][O:8][CH2:9][CH2:10][OH:11])=[O:6].[CH2:27]([NH2:31])[CH2:28][CH2:29][NH2:30].[BH4-].[Na+], predict the reaction product. The product is: [NH2:30][CH2:29][CH2:28][CH2:27][NH:31][CH2:16][C:13]1[C:14]([F:15])=[C:2]([F:1])[C:3]([NH:18][C:19]2[CH:24]=[CH:23][C:22]([I:25])=[CH:21][C:20]=2[F:26])=[C:4]([CH:12]=1)[C:5]([NH:7][O:8][CH2:9][CH2:10][OH:11])=[O:6].